This data is from Reaction yield outcomes from USPTO patents with 853,638 reactions. The task is: Predict the reaction yield, written as a fraction of the theoretical maximum amount of product (1.0 means a 100% yield; for example, 0.34 means a 34% yield). (1) The reactants are [C:1]([C:3]1[CH:4]=[C:5]([N:9]([CH2:14][C:15]2[CH:20]=[CH:19][C:18](I)=[CH:17][CH:16]=2)[C:10](=[O:13])[CH2:11][CH3:12])[CH:6]=[CH:7][CH:8]=1)#[N:2].[C:22]1(B(O)O)[CH:27]=[CH:26][CH:25]=[CH:24][CH:23]=1. No catalyst specified. The product is [C:18]1([C:22]2[CH:27]=[CH:26][CH:25]=[CH:24][CH:23]=2)[CH:19]=[CH:20][C:15]([CH2:14][N:9]([C:5]2[CH:6]=[CH:7][CH:8]=[C:3]([C:1]#[N:2])[CH:4]=2)[C:10](=[O:13])[CH2:11][CH3:12])=[CH:16][CH:17]=1. The yield is 0.560. (2) The reactants are [C:1]([C:3]1[C:7]2[CH:8]=[C:9]([O:12][CH3:13])[CH:10]=[CH:11][C:6]=2[O:5][C:4]=1[CH:14]([NH:21][C:22]1[CH:27]=[CH:26][C:25]([C:28]([N:30]([CH3:38])[CH2:31][CH2:32][C:33]([O:35]CC)=[O:34])=[O:29])=[CH:24][CH:23]=1)[CH:15]1[CH2:20][CH2:19][CH2:18][CH2:17][CH2:16]1)#[N:2].O1CCCC1.[OH-].[Na+]. The catalyst is C(O)C. The product is [C:1]([C:3]1[C:7]2[CH:8]=[C:9]([O:12][CH3:13])[CH:10]=[CH:11][C:6]=2[O:5][C:4]=1[CH:14]([NH:21][C:22]1[CH:23]=[CH:24][C:25]([C:28]([N:30]([CH3:38])[CH2:31][CH2:32][C:33]([OH:35])=[O:34])=[O:29])=[CH:26][CH:27]=1)[CH:15]1[CH2:20][CH2:19][CH2:18][CH2:17][CH2:16]1)#[N:2]. The yield is 0.910. (3) The reactants are [Cl:1][C:2]1[N:7]=[C:6](Cl)[C:5]([F:9])=[CH:4][N:3]=1.[CH2:10]([O:14][C:15]1[CH:21]=[CH:20][C:18]([NH2:19])=[CH:17][CH:16]=1)[CH2:11][CH2:12][CH3:13].Cl.[OH-].[Na+]. The catalyst is CC(C)=O.O. The product is [Cl:1][C:2]1[N:7]=[C:6]([NH:19][C:18]2[CH:17]=[CH:16][C:15]([O:14][CH2:10][CH2:11][CH2:12][CH3:13])=[CH:21][CH:20]=2)[C:5]([F:9])=[CH:4][N:3]=1. The yield is 0.800. (4) The reactants are [NH2:1][C:2]1[N:7]=[C:6]([O:8][CH2:9][CH3:10])[C:5]([NH2:11])=[C:4]([NH2:12])[N:3]=1.[CH:13]([CH:15]=O)=O. The catalyst is C(O)C. The product is [NH2:1][C:2]1[N:7]=[C:6]([O:8][CH2:9][CH3:10])[C:5]2[C:4](=[N:12][CH:13]=[CH:15][N:11]=2)[N:3]=1. The yield is 0.620. (5) The reactants are [F:1][C:2]1[C:7]([F:8])=[CH:6][CH:5]=[CH:4][C:3]=1B(O)O.[OH:12]O. The catalyst is ClCCl. The product is [F:1][C:2]1[C:7]([F:8])=[CH:6][CH:5]=[CH:4][C:3]=1[OH:12]. The yield is 0.930. (6) The reactants are [CH:1]([S:4]([C:7]1[CH:13]=[CH:12][CH:11]=[CH:10][C:8]=1[NH2:9])(=[O:6])=[O:5])([CH3:3])[CH3:2].[H-].[Na+].[Cl:16][C:17]1[N:22]=[C:21](Cl)[C:20]([Cl:24])=[CH:19][N:18]=1. The catalyst is CN(C=O)C. The product is [Cl:16][C:17]1[N:22]=[C:21]([NH:9][C:8]2[CH:10]=[CH:11][CH:12]=[CH:13][C:7]=2[S:4]([CH:1]([CH3:3])[CH3:2])(=[O:6])=[O:5])[C:20]([Cl:24])=[CH:19][N:18]=1. The yield is 0.327. (7) The reactants are [Cl:1][CH2:2][C@@H:3]([OH:6])[CH2:4]O.S(Cl)(Cl)=O.ClC[C@H]1COS(=O)(=O)O1.Cl[O-].[Na+].[NH2:23][C:24]1[CH:29]=[CH:28][C:27]([N:30]2[CH2:35][CH2:34][O:33][CH2:32][C:31]2=[O:36])=[CH:26][CH:25]=1.C(N(CC)CC)C.CS(O)(=O)=O.C(=O)([O-])O.[Na+]. The catalyst is C(Cl)Cl.O. The product is [Cl:1][CH2:2][C@H:3]([OH:6])[CH2:4][NH:23][C:24]1[CH:25]=[CH:26][C:27]([N:30]2[CH2:35][CH2:34][O:33][CH2:32][C:31]2=[O:36])=[CH:28][CH:29]=1. The yield is 0.410. (8) The reactants are [NH2:1][C:2]1[N:10]=[C:9]([NH2:11])[CH:8]=[CH:7][C:3]=1[C:4]([OH:6])=O.C(N(CC)CC)C.F[P-](F)(F)(F)(F)F.N1(O[P+](N(C)C)(N(C)C)N(C)C)C2C=CC=CC=2N=N1.[F:46][C:47]1[CH:60]=[CH:59][C:50]([O:51][C:52]2[O:56][C:55]([CH2:57][NH2:58])=[CH:54][CH:53]=2)=[CH:49][CH:48]=1. The catalyst is CN(C)C=O.[Cl-].[Na+].O. The product is [NH2:1][C:2]1[N:10]=[C:9]([NH2:11])[CH:8]=[CH:7][C:3]=1[C:4]([NH:58][CH2:57][C:55]1[O:56][C:52]([O:51][C:50]2[CH:59]=[CH:60][C:47]([F:46])=[CH:48][CH:49]=2)=[CH:53][CH:54]=1)=[O:6]. The yield is 0.360.